This data is from Forward reaction prediction with 1.9M reactions from USPTO patents (1976-2016). The task is: Predict the product of the given reaction. Given the reactants C(N(CC)CC)C.[CH3:8][C:9]1[NH:13][N:12]=[C:11]([O:14][C:15]2[C:20]([N+:21]([O-:23])=[O:22])=[CH:19][CH:18]=[C:17]([O:24][CH3:25])[N:16]=2)[CH:10]=1.[CH2:26]([N:28]=[C:29]=[O:30])[CH3:27].Cl, predict the reaction product. The product is: [CH2:26]([NH:28][C:29]([N:13]1[C:9]([CH3:8])=[CH:10][C:11]([O:14][C:15]2[C:20]([N+:21]([O-:23])=[O:22])=[CH:19][CH:18]=[C:17]([O:24][CH3:25])[N:16]=2)=[N:12]1)=[O:30])[CH3:27].